Dataset: NCI-60 drug combinations with 297,098 pairs across 59 cell lines. Task: Regression. Given two drug SMILES strings and cell line genomic features, predict the synergy score measuring deviation from expected non-interaction effect. (1) Drug 1: CC12CCC3C(C1CCC2=O)CC(=C)C4=CC(=O)C=CC34C. Drug 2: C1CN1P(=S)(N2CC2)N3CC3. Cell line: K-562. Synergy scores: CSS=65.9, Synergy_ZIP=-0.0770, Synergy_Bliss=3.70, Synergy_Loewe=5.20, Synergy_HSA=4.76. (2) Drug 1: CC12CCC3C(C1CCC2=O)CC(=C)C4=CC(=O)C=CC34C. Drug 2: CC1C(C(CC(O1)OC2CC(OC(C2O)C)OC3=CC4=CC5=C(C(=O)C(C(C5)C(C(=O)C(C(C)O)O)OC)OC6CC(C(C(O6)C)O)OC7CC(C(C(O7)C)O)OC8CC(C(C(O8)C)O)(C)O)C(=C4C(=C3C)O)O)O)O. Cell line: M14. Synergy scores: CSS=47.6, Synergy_ZIP=4.54, Synergy_Bliss=5.16, Synergy_Loewe=4.44, Synergy_HSA=4.07. (3) Drug 1: CC12CCC3C(C1CCC2OP(=O)(O)O)CCC4=C3C=CC(=C4)OC(=O)N(CCCl)CCCl.[Na+]. Drug 2: N.N.Cl[Pt+2]Cl. Cell line: SNB-19. Synergy scores: CSS=33.7, Synergy_ZIP=5.48, Synergy_Bliss=10.9, Synergy_Loewe=-16.5, Synergy_HSA=8.14.